This data is from Full USPTO retrosynthesis dataset with 1.9M reactions from patents (1976-2016). The task is: Predict the reactants needed to synthesize the given product. Given the product [Cl:1][C:2]1[CH:10]=[CH:9][C:8]2[N:7]([CH2:26][CH2:25][C:22]3[CH:21]=[N:20][C:19]([CH:16]4[CH2:18][CH2:17]4)=[CH:24][CH:23]=3)[C:6]3[CH2:11][CH2:12][N:13]([CH3:15])[CH2:14][C:5]=3[C:4]=2[CH:3]=1, predict the reactants needed to synthesize it. The reactants are: [Cl:1][C:2]1[CH:10]=[CH:9][C:8]2[NH:7][C:6]3[CH2:11][CH2:12][N:13]([CH3:15])[CH2:14][C:5]=3[C:4]=2[CH:3]=1.[CH:16]1([C:19]2[CH:24]=[CH:23][C:22]([CH:25]=[CH2:26])=[CH:21][N:20]=2)[CH2:18][CH2:17]1.[OH-].[K+].